From a dataset of Full USPTO retrosynthesis dataset with 1.9M reactions from patents (1976-2016). Predict the reactants needed to synthesize the given product. (1) Given the product [O:29]=[C:27]1[C:22]2[C:21](=[CH:26][CH:25]=[CH:24][CH:23]=2)[S:20][C:2]2([CH2:7][CH2:6][N:5]([C:8]([O:10][C:11]([CH3:14])([CH3:13])[CH3:12])=[O:9])[CH2:4][CH2:3]2)[CH2:28]1, predict the reactants needed to synthesize it. The reactants are: O=[C:2]1[CH2:7][CH2:6][N:5]([C:8]([O:10][C:11]([CH3:14])([CH3:13])[CH3:12])=[O:9])[CH2:4][CH2:3]1.N1CCCC1.[SH:20][C:21]1[CH:26]=[CH:25][CH:24]=[CH:23][C:22]=1[C:27](=[O:29])[CH3:28]. (2) The reactants are: [Cl:1][C:2]1[C:3]([CH:8]([CH3:14])[C:9](OCC)=[O:10])=[N:4][CH:5]=[CH:6][CH:7]=1.[H-].[Al+3].[Li+].[H-].[H-].[H-]. Given the product [Cl:1][C:2]1[C:3]([CH:8]([CH3:14])[CH2:9][OH:10])=[N:4][CH:5]=[CH:6][CH:7]=1, predict the reactants needed to synthesize it. (3) Given the product [CH3:25][O:27][C:28](=[O:41])[CH2:29][O:30][C:31]1[CH:36]=[CH:35][C:34]([O:37][CH2:2][C:3]2[O:7][C:6]([C:8]3[CH:13]=[CH:12][C:11]([C:14]([F:17])([F:16])[F:15])=[CH:10][CH:9]=3)=[N:5][C:4]=2[CH3:18])=[CH:33][C:32]=1[CH2:38][CH2:39][CH3:40], predict the reactants needed to synthesize it. The reactants are: Cl[CH2:2][C:3]1[O:7][C:6]([C:8]2[CH:13]=[CH:12][C:11]([C:14]([F:17])([F:16])[F:15])=[CH:10][CH:9]=2)=[N:5][C:4]=1[CH3:18].C([O-])([O-])=O.[Cs+].[Cs+].[CH2:25]([O:27][C:28](=[O:41])[CH2:29][O:30][C:31]1[CH:36]=[CH:35][C:34]([OH:37])=[CH:33][C:32]=1[CH2:38][CH2:39][CH3:40])C.O. (4) Given the product [C:11]([O:14][CH:3]([CH:1]=[CH2:2])[C:4]1[CH:9]=[CH:8][CH:7]=[CH:6][CH:5]=1)(=[O:13])[CH3:12], predict the reactants needed to synthesize it. The reactants are: [CH:1]([CH:3](Cl)[C:4]1[CH:9]=[CH:8][CH:7]=[CH:6][CH:5]=1)=[CH2:2].[C:11]([O-:14])(=[O:13])[CH3:12].[K+].CS(C)=O. (5) Given the product [SH:14][CH2:13][CH2:12][C:9]1[CH:8]=[CH:7][C:6]([O:5][S:2]([CH3:1])(=[O:4])=[O:3])=[CH:11][CH:10]=1, predict the reactants needed to synthesize it. The reactants are: [CH3:1][S:2]([O:5][C:6]1[CH:11]=[CH:10][C:9]([CH2:12][CH2:13][S:14]C(=O)C)=[CH:8][CH:7]=1)(=[O:4])=[O:3].[H-].[H-].[H-].[H-].[Li+].[Al+3].O.[OH-].[Na+]. (6) Given the product [CH2:1]([C:8]1[CH:13]=[C:12]([CH3:14])[N:11]=[C:10]([NH:30][C:20]2[CH:21]=[CH:22][C:23]([C:24]3[CH:25]=[N:26][N:27]([CH3:29])[CH:28]=3)=[C:18]([O:17][CH3:16])[CH:19]=2)[N:9]=1)[C:2]1[CH:7]=[CH:6][CH:5]=[CH:4][CH:3]=1, predict the reactants needed to synthesize it. The reactants are: [CH2:1]([C:8]1[CH:13]=[C:12]([CH3:14])[N:11]=[C:10](Cl)[N:9]=1)[C:2]1[CH:7]=[CH:6][CH:5]=[CH:4][CH:3]=1.[CH3:16][O:17][C:18]1[CH:19]=[C:20]([NH2:30])[CH:21]=[CH:22][C:23]=1[C:24]1[CH:25]=[N:26][N:27]([CH3:29])[CH:28]=1. (7) Given the product [NH2:2][C:4]1[C:9]([F:10])=[C:8]([F:11])[N:7]=[C:6]([C:12]#[N:13])[CH:5]=1, predict the reactants needed to synthesize it. The reactants are: [OH-].[NH4+:2].F[C:4]1[C:9]([F:10])=[C:8]([F:11])[N:7]=[C:6]([C:12]#[N:13])[CH:5]=1.